Dataset: Experimentally validated miRNA-target interactions with 360,000+ pairs, plus equal number of negative samples. Task: Binary Classification. Given a miRNA mature sequence and a target amino acid sequence, predict their likelihood of interaction. The miRNA is mmu-miR-19b-3p with sequence UGUGCAAAUCCAUGCAAAACUGA. Result: 1 (interaction). The protein sequence of the target gene is MEPEEERIRYSQRLRGTMRRRYEDDGISDDEIEGKRTFDLEEKLQTNKYNANFVTFMEGKDFNVEYIQRGGLRDPLIFKNSDGLGIKMPDPDFTVNDVKMCVGSRRMVDVMDVNTQKGIEMTMAQWTRYYETPEEEREKLYNVISLEFSHTRLENMVQWPSTVDFIDWVDNMWPRHLKESQTESTNAILEMQYPKVQKYCLISVRGCYTDFHVDFGGTSVWYHIHQGGKVFWLIPPTAHNLELYENWLLSGKQGDIFLGDRVSDCQRIELKQGYTFVIPSGWIHAVYTPTDTLVFGGNFL....